Task: Predict the reactants needed to synthesize the given product.. Dataset: Full USPTO retrosynthesis dataset with 1.9M reactions from patents (1976-2016) Given the product [Cl:26][C:12]1[CH:11]=[CH:10][C:9]([OH:8])=[CH:25][C:13]=1[NH:14][C@@H:15]([C:17]1[CH:22]=[CH:21][C:20]([Cl:23])=[CH:19][C:18]=1[Cl:24])[CH3:16], predict the reactants needed to synthesize it. The reactants are: [Si]([O:8][C:9]1[CH:10]=[CH:11][C:12]([Cl:26])=[C:13]([CH:25]=1)[NH:14][C@@H:15]([C:17]1[CH:22]=[CH:21][C:20]([Cl:23])=[CH:19][C:18]=1[Cl:24])[CH3:16])(C(C)(C)C)(C)C.[F-].C([N+](CCCC)(CCCC)CCCC)CCC.